Dataset: Catalyst prediction with 721,799 reactions and 888 catalyst types from USPTO. Task: Predict which catalyst facilitates the given reaction. Product: [C:16]([O:15][CH2:14][C:4]1[CH:3]=[C:2]([Cl:1])[C:11]2[C:6](=[CH:7][C:8]([O:12][CH3:13])=[CH:9][CH:10]=2)[N:5]=1)(=[O:18])[CH3:17]. Reactant: [Cl:1][C:2]1[C:11]2[C:6](=[CH:7][C:8]([O:12][CH3:13])=[CH:9][CH:10]=2)[N:5]=[C:4]([CH2:14][OH:15])[CH:3]=1.[C:16](OC(=O)C)(=[O:18])[CH3:17]. The catalyst class is: 17.